This data is from Full USPTO retrosynthesis dataset with 1.9M reactions from patents (1976-2016). The task is: Predict the reactants needed to synthesize the given product. (1) Given the product [CH2:3]([O:5][CH2:6][CH2:7][O:8][C:9]1[CH:10]=[C:11]([CH2:12][OH:13])[CH:16]=[CH:17][C:18]=1[I:19])[CH3:4], predict the reactants needed to synthesize it. The reactants are: [BH4-].[Li+].[CH2:3]([O:5][CH2:6][CH2:7][O:8][C:9]1[CH:10]=[C:11]([CH:16]=[CH:17][C:18]=1[I:19])[C:12](OC)=[O:13])[CH3:4].Cl. (2) Given the product [C:1]1([C@H:11]([NH:13][C@H:14]2[CH2:19][CH2:18][CH2:17][N:16]([C:20]3[CH:43]=[CH:42][C:23]([C:24]([C@:26]([C@H:30]([C@@H:32]([C@@H:34]([C:36]([OH:38])=[O:37])[OH:35])[OH:33])[OH:31])([OH:29])[CH:27]=[O:28])=[O:25])=[CH:22][CH:21]=3)[CH2:15]2)[CH3:12])[C:10]2[C:5](=[CH:6][CH:7]=[CH:8][CH:9]=2)[CH:4]=[CH:3][CH:2]=1, predict the reactants needed to synthesize it. The reactants are: [C:1]1([C@H:11]([NH:13][C@H:14]2[CH2:19][CH2:18][CH2:17][N:16]([C:20]3[CH:43]=[CH:42][C:23]([C:24]([C@:26]([C@H:30]([C@@H:32]([C@@H:34]([C:36]([O:38]CC=C)=[O:37])[OH:35])[OH:33])[OH:31])([OH:29])[CH:27]=[O:28])=[O:25])=[CH:22][CH:21]=3)[CH2:15]2)[CH3:12])[C:10]2[C:5](=[CH:6][CH:7]=[CH:8][CH:9]=2)[CH:4]=[CH:3][CH:2]=1.N1CCCC1.